Dataset: Forward reaction prediction with 1.9M reactions from USPTO patents (1976-2016). Task: Predict the product of the given reaction. (1) Given the reactants [CH3:1][O:2][C:3]1[C:4](=[O:16])[N:5]([CH:9]2[CH2:14][CH2:13][C:12](=O)[CH2:11][CH2:10]2)[CH:6]=[CH:7][CH:8]=1.[NH:17]1[CH2:20][CH:19]([NH:21][C:22]([CH2:24][NH:25][C:26](=[O:37])[C:27]2[CH:32]=[CH:31][CH:30]=[C:29]([C:33]([F:36])([F:35])[F:34])[CH:28]=2)=[O:23])[CH2:18]1, predict the reaction product. The product is: [CH3:1][O:2][C:3]1[C:4](=[O:16])[N:5]([CH:9]2[CH2:14][CH2:13][CH:12]([N:17]3[CH2:20][CH:19]([NH:21][C:22]([CH2:24][NH:25][C:26](=[O:37])[C:27]4[CH:32]=[CH:31][CH:30]=[C:29]([C:33]([F:36])([F:34])[F:35])[CH:28]=4)=[O:23])[CH2:18]3)[CH2:11][CH2:10]2)[CH:6]=[CH:7][CH:8]=1. (2) Given the reactants [C:1]([C:3]1([NH:11][C:12](=[O:14])[O-:13])[CH2:8][CH2:7][CH:6]([CH2:9][OH:10])[CH2:5][CH2:4]1)#[N:2].[NH2:15][OH:16].[C:17]([C:24]([O:26][CH2:27][CH3:28])=[O:25])#[C:18][C:19]([O:21][CH2:22][CH3:23])=[O:20], predict the reaction product. The product is: [CH2:1]([O:14][C:12]([NH:11][C:3]1([C:1]([NH:15][O:16]/[C:18](=[CH:17]\[C:24]([O:26][CH2:27][CH3:28])=[O:25])/[C:19]([O:21][CH2:22][CH3:23])=[O:20])=[NH:2])[CH2:4][CH2:5][CH:6]([CH2:9][OH:10])[CH2:7][CH2:8]1)=[O:13])[C:3]1[CH:8]=[CH:7][CH:6]=[CH:5][CH:4]=1. (3) Given the reactants [CH3:1][O:2][C:3]1[CH:10]=[C:9]([CH3:11])[C:8]([O:12][CH3:13])=[CH:7][C:4]=1[CH:5]=[O:6].[Mn]([O-])(=O)(=O)=[O:15].[K+].[OH-].[Na+], predict the reaction product. The product is: [CH3:1][O:2][C:3]1[CH:10]=[C:9]([CH3:11])[C:8]([O:12][CH3:13])=[CH:7][C:4]=1[C:5]([OH:15])=[O:6]. (4) Given the reactants [F:1][C:2]1[CH:7]=[CH:6][C:5]([O:8][CH3:9])=[CH:4][C:3]=1[OH:10].C(N(CC)CC)C.[Si:18](Cl)([C:21]([CH3:24])([CH3:23])[CH3:22])([CH3:20])[CH3:19].[OH-].[Na+], predict the reaction product. The product is: [C:21]([Si:18]([O:10][C:3]1[CH:4]=[C:5]([O:8][CH3:9])[CH:6]=[CH:7][C:2]=1[F:1])([CH3:20])[CH3:19])([CH3:24])([CH3:23])[CH3:22]. (5) Given the reactants [H-].[Na+].[OH:3][CH2:4][CH2:5]S(C)(=O)=O.FC1C=[CH:17][C:16]([CH3:19])=[CH:15][C:12]=1[C:13]#[N:14].Cl, predict the reaction product. The product is: [NH2:14][CH2:13][C:12]1[CH:15]=[C:16]([CH3:19])[CH:17]=[CH:5][C:4]=1[OH:3]. (6) Given the reactants Br[C:2]1[CH:7]=[CH:6][C:5]([OH:8])=[CH:4][CH:3]=1.[C:9]([C:11]1[CH:18]=[CH:17][C:14]([CH2:15][OH:16])=[CH:13][CH:12]=1)#[CH:10].C(OCC)(=O)C.Cl, predict the reaction product. The product is: [OH:16][CH2:15][C:14]1[CH:17]=[CH:18][C:11]([C:9]#[C:10][C:2]2[CH:7]=[CH:6][C:5]([OH:8])=[CH:4][CH:3]=2)=[CH:12][CH:13]=1. (7) Given the reactants [Cl-].O[NH3+:3].[C:4](=[O:7])([O-])[OH:5].[Na+].CS(C)=O.[OH:13][C:14]([C:17]1([O:20][C@H:21]2[CH2:26][CH2:25][C@H:24]([N:27]3[C:32](=[O:33])[C:31]([CH2:34][C:35]4[CH:40]=[CH:39][C:38]([C:41]5[C:42]([C:47]#[N:48])=[CH:43][CH:44]=[CH:45][CH:46]=5)=[CH:37][CH:36]=4)=[C:30]([CH2:49][CH2:50][CH3:51])[N:29]4[N:52]=[CH:53][N:54]=[C:28]34)[CH2:23][CH2:22]2)[CH2:19][CH2:18]1)([CH3:16])[CH3:15], predict the reaction product. The product is: [OH:13][C:14]([C:17]1([O:20][C@H:21]2[CH2:22][CH2:23][C@H:24]([N:27]3[C:32](=[O:33])[C:31]([CH2:34][C:35]4[CH:36]=[CH:37][C:38]([C:41]5[CH:46]=[CH:45][CH:44]=[CH:43][C:42]=5[C:47]5[NH:3][C:4](=[O:7])[O:5][N:48]=5)=[CH:39][CH:40]=4)=[C:30]([CH2:49][CH2:50][CH3:51])[N:29]4[N:52]=[CH:53][N:54]=[C:28]34)[CH2:25][CH2:26]2)[CH2:18][CH2:19]1)([CH3:16])[CH3:15]. (8) Given the reactants I[C:2]([F:16])([F:15])[CH2:3][C:4]([F:14])([F:13])[CH2:5][C:6]([F:12])([F:11])[C:7]([F:10])([F:9])[F:8].[Cl-].[Li+], predict the reaction product. The product is: [F:15][C:2]([F:16])=[CH:3][C:4]([F:13])([F:14])[CH2:5][C:6]([F:11])([F:12])[C:7]([F:8])([F:10])[F:9].